This data is from Merck oncology drug combination screen with 23,052 pairs across 39 cell lines. The task is: Regression. Given two drug SMILES strings and cell line genomic features, predict the synergy score measuring deviation from expected non-interaction effect. Drug 1: COC12C(COC(N)=O)C3=C(C(=O)C(C)=C(N)C3=O)N1CC1NC12. Drug 2: Cn1nnc2c(C(N)=O)ncn2c1=O. Cell line: HT29. Synergy scores: synergy=10.7.